Dataset: Full USPTO retrosynthesis dataset with 1.9M reactions from patents (1976-2016). Task: Predict the reactants needed to synthesize the given product. Given the product [CH3:1][C:2]1[CH:10]=[C:9]([CH3:11])[C:8]([C:12]2[NH:16][C:15]3[CH2:17][O:18][CH:19]([CH3:21])[CH2:20][C:14]=3[N:13]=2)=[CH:7][C:3]=1[C:4]([N:35]1[CH2:40][CH2:39][CH:38]([C:41]2[CH:48]=[CH:47][C:44]([C:45]#[N:46])=[CH:43][CH:42]=2)[CH2:37][CH2:36]1)=[O:6], predict the reactants needed to synthesize it. The reactants are: [CH3:1][C:2]1[CH:10]=[C:9]([CH3:11])[C:8]([C:12]2[NH:16][C:15]3[CH2:17][O:18][CH:19]([CH3:21])[CH2:20][C:14]=3[N:13]=2)=[CH:7][C:3]=1[C:4]([OH:6])=O.CCN=C=NCCCN(C)C.Cl.Cl.[NH:35]1[CH2:40][CH2:39][CH:38]([C:41]2[CH:48]=[CH:47][C:44]([C:45]#[N:46])=[CH:43][CH:42]=2)[CH2:37][CH2:36]1.